From a dataset of Forward reaction prediction with 1.9M reactions from USPTO patents (1976-2016). Predict the product of the given reaction. (1) Given the reactants [N:1]1[C:2]([CH2:10][CH2:11][N:12]2C(=O)C3C(=CC=CC=3)C2=O)=[CH:3][N:4]2[CH:9]=[CH:8][CH:7]=[CH:6][C:5]=12.[ClH:23], predict the reaction product. The product is: [ClH:23].[ClH:23].[N:1]1[C:2]([CH2:10][CH2:11][NH2:12])=[CH:3][N:4]2[CH:9]=[CH:8][CH:7]=[CH:6][C:5]=12. (2) The product is: [Br:47][C:48]1[CH:60]=[CH:59][C:58]2[C:57]3[C:52](=[CH:53][CH:54]=[CH:55][CH:56]=3)[N:51]([C:62]3[CH:67]=[C:66]([CH3:68])[CH:65]=[CH:64][N:63]=3)[C:50]=2[CH:49]=1. Given the reactants C1(P(C2C=CC=CC=2)C2C=CC3C(=CC=CC=3)C=2C2C3C(=CC=CC=3)C=CC=2P(C2C=CC=CC=2)C2C=CC=CC=2)C=CC=CC=1.[Br:47][C:48]1[CH:60]=[CH:59][C:58]2[C:57]3[C:52](=[CH:53][CH:54]=[CH:55][CH:56]=3)[NH:51][C:50]=2[CH:49]=1.Br[C:62]1[CH:67]=[C:66]([CH3:68])[CH:65]=[CH:64][N:63]=1.CC(C)([O-])C.[Na+], predict the reaction product. (3) Given the reactants Br[CH2:2][C:3]1[CH:8]=[CH:7][C:6]([C:9]2[O:13][N:12]=[CH:11][CH:10]=2)=[CH:5][CH:4]=1.BrCC1CCCCO1.[NH:22]1[C:30]2[C:25](=[CH:26][CH:27]=[CH:28][CH:29]=2)[C:24]2([C:42]3[C:33](=[CH:34][C:35]4[O:40][CH2:39][CH2:38][O:37][C:36]=4[CH:41]=3)[O:32][CH2:31]2)[C:23]1=[O:43], predict the reaction product. The product is: [O:13]1[C:9]([C:6]2[CH:7]=[CH:8][C:3]([CH2:2][N:22]3[C:30]4[C:25](=[CH:26][CH:27]=[CH:28][CH:29]=4)[C:24]4([C:42]5[C:33](=[CH:34][C:35]6[O:40][CH2:39][CH2:38][O:37][C:36]=6[CH:41]=5)[O:32][CH2:31]4)[C:23]3=[O:43])=[CH:4][CH:5]=2)=[CH:10][CH:11]=[N:12]1. (4) Given the reactants [OH-].[Na+].CO.[CH:5]1([C:8]2[C:17]([C:18]([O:20]C)=[O:19])=[CH:16][C:15]3[C:14](=[O:22])[N:13]([CH:23]4[CH2:28][CH2:27][N:26]([CH2:29][C:30]5[C:35]([O:36][CH2:37][CH3:38])=[CH:34][C:33]([C:39]6[CH:44]=[CH:43][C:42]([F:45])=[CH:41][CH:40]=6)=[C:32]([CH:46]6[CH2:48][CH2:47]6)[CH:31]=5)[CH2:25][CH2:24]4)[CH2:12][CH2:11][C:10]=3[N:9]=2)[CH2:7][CH2:6]1.Cl, predict the reaction product. The product is: [CH:5]1([C:8]2[C:17]([C:18]([OH:20])=[O:19])=[CH:16][C:15]3[C:14](=[O:22])[N:13]([CH:23]4[CH2:24][CH2:25][N:26]([CH2:29][C:30]5[C:35]([O:36][CH2:37][CH3:38])=[CH:34][C:33]([C:39]6[CH:40]=[CH:41][C:42]([F:45])=[CH:43][CH:44]=6)=[C:32]([CH:46]6[CH2:47][CH2:48]6)[CH:31]=5)[CH2:27][CH2:28]4)[CH2:12][CH2:11][C:10]=3[N:9]=2)[CH2:6][CH2:7]1. (5) Given the reactants [Br:1][C:2]1[CH:3]=[C:4]([CH:22]=[CH:23][C:24]=1[OH:25])[C:5]([NH:7][CH2:8][CH2:9][CH2:10][CH2:11][CH2:12][CH2:13][CH2:14][CH2:15][C:16]1[CH:21]=[CH:20][CH:19]=[CH:18][CH:17]=1)=[O:6].Cl[S:27]([C:30]1[CH:38]=[CH:37][C:33]([C:34]([OH:36])=[O:35])=[C:32]([OH:39])[CH:31]=1)(=[O:29])=[O:28].[K+].[Br-], predict the reaction product. The product is: [Br:1][C:2]1[CH:3]=[C:4]([C:5](=[O:6])[NH:7][CH2:8][CH2:9][CH2:10][CH2:11][CH2:12][CH2:13][CH2:14][CH2:15][C:16]2[CH:17]=[CH:18][CH:19]=[CH:20][CH:21]=2)[CH:22]=[CH:23][C:24]=1[O:25][S:27]([C:30]1[CH:38]=[CH:37][C:33]([C:34]([OH:36])=[O:35])=[C:32]([OH:39])[CH:31]=1)(=[O:29])=[O:28]. (6) Given the reactants N#N.C[Si](C)(C)[O:5][C:6]1[CH2:11][CH2:10][N:9]([C:12]([O:14][C:15]([CH3:18])([CH3:17])[CH3:16])=[O:13])[CH2:8][CH:7]=1.[B-](F)(F)(F)[F:22].[B-](F)(F)(F)F.C1[N+]2(CCl)CC[N+](F)(CC2)C1.CC(=O)OCC, predict the reaction product. The product is: [F:22][CH:11]1[C:6](=[O:5])[CH2:7][CH2:8][N:9]([C:12]([O:14][C:15]([CH3:18])([CH3:17])[CH3:16])=[O:13])[CH2:10]1. (7) Given the reactants I[C:2]1[CH:10]=[C:9]2[C:5]([C:6]([C:18]([N:20]3[CH2:25][CH2:24][O:23][CH2:22][CH2:21]3)=[O:19])=[N:7][N:8]2[C:11]2[CH:16]=[CH:15][N:14]=[C:13]([NH2:17])[N:12]=2)=[CH:4][CH:3]=1.CCCC[N+](CCCC)(CCCC)CCCC.[F-].[CH3:44][C:45]1[O:49][C:48]([C:50]([OH:58])([C:52]#[C:53][Si](C)(C)C)[CH3:51])=[N:47][N:46]=1, predict the reaction product. The product is: [NH2:17][C:13]1[N:12]=[C:11]([N:8]2[C:9]3[C:5](=[CH:4][CH:3]=[C:2]([C:53]#[C:52][C:50]([C:48]4[O:49][C:45]([CH3:44])=[N:46][N:47]=4)([OH:58])[CH3:51])[CH:10]=3)[C:6]([C:18]([N:20]3[CH2:25][CH2:24][O:23][CH2:22][CH2:21]3)=[O:19])=[N:7]2)[CH:16]=[CH:15][N:14]=1. (8) Given the reactants [CH2:1]([N:3]1[C:12]2[C:7](=[CH:8][CH:9]=[C:10]([OH:13])[CH:11]=2)[C:6]([CH3:14])=[CH:5][C:4]1([CH3:16])[CH3:15])[CH3:2].O=P(Cl)(Cl)Cl.CN([CH:25]=[O:26])C, predict the reaction product. The product is: [CH2:1]([N:3]1[C:12]2[C:7](=[CH:8][C:9]([CH:25]=[O:26])=[C:10]([OH:13])[CH:11]=2)[C:6]([CH3:14])=[CH:5][C:4]1([CH3:15])[CH3:16])[CH3:2]. (9) The product is: [CH3:12][O:13][C:14]1[CH:15]=[C:16]([CH:18]=[CH:19][CH:20]=1)[N:17]=[CH:10][C:6]1[N:5]2[N:1]=[CH:2][CH:3]=[C:4]2[CH:9]=[CH:8][CH:7]=1. Given the reactants [N:1]1[N:5]2[C:6]([CH:10]=O)=[CH:7][CH:8]=[CH:9][C:4]2=[CH:3][CH:2]=1.[CH3:12][O:13][C:14]1[CH:15]=[C:16]([CH:18]=[CH:19][CH:20]=1)[NH2:17], predict the reaction product.